From a dataset of Full USPTO retrosynthesis dataset with 1.9M reactions from patents (1976-2016). Predict the reactants needed to synthesize the given product. Given the product [C:27]([C:24]1[CH:23]=[CH:22][C:21]([O:20][CH2:19][C@@H:18]([NH:29][C:30](=[O:36])[O:31][C:32]([CH3:35])([CH3:33])[CH3:34])[CH2:17][N:12]2[CH2:13][CH:14]3[CH:9]([NH:8][CH3:1])[CH:10]([CH2:16][CH2:15]3)[CH2:11]2)=[CH:26][CH:25]=1)#[N:28], predict the reactants needed to synthesize it. The reactants are: [CH2:1]([N:8](C)[CH:9]1[CH:14]2[CH2:15][CH2:16][CH:10]1[CH2:11][N:12]([CH2:17][C@H:18]([NH:29][C:30](=[O:36])[O:31][C:32]([CH3:35])([CH3:34])[CH3:33])[CH2:19][O:20][C:21]1[CH:26]=[CH:25][C:24]([C:27]#[N:28])=[CH:23][CH:22]=1)[CH2:13]2)C1C=CC=CC=1.Cl.